The task is: Predict the reactants needed to synthesize the given product.. This data is from Full USPTO retrosynthesis dataset with 1.9M reactions from patents (1976-2016). (1) Given the product [CH3:1][N:2]1[CH2:15][CH2:14][C:5]2[N:6]([CH2:18][C:19]([C:22]3[CH:27]=[N:26][CH:25]=[CH:24][N:23]=3)([OH:20])[CH3:21])[C:7]3[CH:8]=[CH:9][C:10]([CH3:13])=[CH:11][C:12]=3[C:4]=2[CH2:3]1, predict the reactants needed to synthesize it. The reactants are: [CH3:1][N:2]1[CH2:15][CH2:14][C:5]2[NH:6][C:7]3[CH:8]=[CH:9][C:10]([CH3:13])=[CH:11][C:12]=3[C:4]=2[CH2:3]1.[H-].[Na+].[CH3:18][C:19]1([C:22]2[CH:27]=[N:26][CH:25]=[CH:24][N:23]=2)[CH2:21][O:20]1.O. (2) Given the product [CH2:13]([C:20]1[CH:21]=[C:22]([C:23](=[O:24])[CH2:2][C:1]([C:4]2[CH:9]=[CH:8][C:7]([N:10]([CH3:11])[CH3:12])=[CH:6][N:5]=2)=[O:3])[CH:27]=[CH:28][CH:29]=1)[C:14]1[CH:15]=[CH:16][CH:17]=[CH:18][CH:19]=1, predict the reactants needed to synthesize it. The reactants are: [C:1]([C:4]1[CH:9]=[CH:8][C:7]([N:10]([CH3:12])[CH3:11])=[CH:6][N:5]=1)(=[O:3])[CH3:2].[CH2:13]([C:20]1[CH:21]=[C:22]([CH:27]=[CH:28][CH:29]=1)[C:23](OC)=[O:24])[C:14]1[CH:19]=[CH:18][CH:17]=[CH:16][CH:15]=1.C[Si]([N-][Si](C)(C)C)(C)C.[Na+].FC(F)(F)C(O)=O. (3) Given the product [CH3:9][S:8][C:5]1[N:4]=[C:3]([C:10]([NH:12][C:13]2[CH:26]=[CH:25][C:16]3[O:17][C:18]([F:24])([F:23])[C:19]([F:22])([F:21])[O:20][C:15]=3[CH:14]=2)=[O:11])[C:2]([NH:42][CH2:41][C:29]2[CH:30]=[CH:31][N:32]=[CH:33][CH:34]=2)=[CH:7][N:6]=1, predict the reactants needed to synthesize it. The reactants are: Br[C:2]1[C:3]([C:10]([NH:12][C:13]2[CH:26]=[CH:25][C:16]3[O:17][C:18]([F:24])([F:23])[C:19]([F:22])([F:21])[O:20][C:15]=3[CH:14]=2)=[O:11])=[N:4][C:5]([S:8][CH3:9])=[N:6][CH:7]=1.CN[C:29]1[CH:34]=[CH:33][N:32]=[CH:31][CH:30]=1.C([O-])([O-])=O.[K+].[K+].[CH3:41][N:42](C=O)C. (4) Given the product [Cl:8][C:4]1[CH:3]=[C:2]([C:17]2[CH:22]=[CH:21][CH:20]=[CH:19][C:18]=2[OH:23])[CH:7]=[CH:6][N:5]=1, predict the reactants needed to synthesize it. The reactants are: Br[C:2]1[CH:7]=[CH:6][N:5]=[C:4]([Cl:8])[CH:3]=1.CC1(C)C(C)(C)OB([C:17]2[CH:22]=[CH:21][CH:20]=[CH:19][C:18]=2[OH:23])O1.[O-]P([O-])([O-])=O.[K+].[K+].[K+].O. (5) The reactants are: [C:1]([C:4]1[N:9]=[N:8][C:7]([NH:10][C@@H:11]2[CH2:16][CH2:15][O:14][CH2:13][C@@H:12]2[NH:17]C(=O)OC(C)(C)C)=[CH:6][C:5]=1[NH:25][C:26]1[CH:31]=[CH:30][CH:29]=[C:28]([CH3:32])[N:27]=1)(=[O:3])[NH2:2].FC(F)(F)C(O)=O. Given the product [NH2:17][C@@H:12]1[C@H:11]([NH:10][C:7]2[N:8]=[N:9][C:4]([C:1]([NH2:2])=[O:3])=[C:5]([NH:25][C:26]3[CH:31]=[CH:30][CH:29]=[C:28]([CH3:32])[N:27]=3)[CH:6]=2)[CH2:16][CH2:15][O:14][CH2:13]1, predict the reactants needed to synthesize it.